From a dataset of Forward reaction prediction with 1.9M reactions from USPTO patents (1976-2016). Predict the product of the given reaction. (1) Given the reactants [I:1][C:2]1[C:7]([O:8][CH3:9])=[CH:6][C:5]([CH2:10][CH2:11][NH2:12])=[C:4]([O:13][CH3:14])[CH:3]=1.[CH:15]1([CH:18]=O)[CH2:17][CH2:16]1, predict the reaction product. The product is: [CH:15]1([CH2:18][NH:12][CH2:11][CH2:10][C:5]2[CH:6]=[C:7]([O:8][CH3:9])[C:2]([I:1])=[CH:3][C:4]=2[O:13][CH3:14])[CH2:17][CH2:16]1. (2) Given the reactants [NH2:1][C:2]1[S:3][C:4]([CH3:10])=[C:5]([CH3:9])[C:6]=1[C:7]#[N:8].[C:11](O)(=O)[CH3:12].[NH3:15].C(OCC)(OCC)(OCC)C, predict the reaction product. The product is: [CH3:11][C:12]1[N:8]=[C:7]([NH2:15])[C:6]2[C:5]([CH3:9])=[C:4]([CH3:10])[S:3][C:2]=2[N:1]=1. (3) Given the reactants C[O:2][C:3](=[O:39])[CH2:4][CH2:5][N:6]([CH2:17][C:18]1[CH:23]=[CH:22][C:21]([CH2:24][N:25]([CH2:33][C:34]2[NH:35][CH:36]=[CH:37][N:38]=2)[CH2:26][C:27]2[N:28]([CH3:32])[CH:29]=[CH:30][N:31]=2)=[CH:20][CH:19]=1)[CH2:7][CH2:8][CH2:9][CH2:10][N:11]1[CH2:16][CH2:15][CH2:14][CH2:13][CH2:12]1.Cl, predict the reaction product. The product is: [NH:38]1[CH:37]=[CH:36][N:35]=[C:34]1[CH2:33][N:25]([CH2:24][C:21]1[CH:20]=[CH:19][C:18]([CH2:17][N:6]([CH2:7][CH2:8][CH2:9][CH2:10][N:11]2[CH2:16][CH2:15][CH2:14][CH2:13][CH2:12]2)[CH2:5][CH2:4][C:3]([OH:39])=[O:2])=[CH:23][CH:22]=1)[CH2:26][C:27]1[N:28]([CH3:32])[CH:29]=[CH:30][N:31]=1. (4) Given the reactants [NH2:1][C@@H:2]([CH2:26][CH3:27])[CH2:3][CH2:4][CH2:5][C@H:6]([N:9]([CH2:21][CH2:22][CH:23]([CH3:25])[CH3:24])[S:10]([C:13]1[CH:18]=[CH:17][C:16]([CH2:19][OH:20])=[CH:15][CH:14]=1)(=[O:12])=[O:11])[CH2:7][OH:8].[CH3:28][O:29][C:30]([NH:32][C@H:33]([C:47](O)=[O:48])[CH:34]([C:41]1[CH:46]=[CH:45][CH:44]=[CH:43][CH:42]=1)[C:35]1[CH:40]=[CH:39][CH:38]=[CH:37][CH:36]=1)=[O:31].C(Cl)CCl.C1C=NC2N(O)N=NC=2C=1, predict the reaction product. The product is: [CH2:26]([C@H:2]([NH:1][C:47](=[O:48])[C@H:33]([CH:34]([C:35]1[CH:36]=[CH:37][CH:38]=[CH:39][CH:40]=1)[C:41]1[CH:42]=[CH:43][CH:44]=[CH:45][CH:46]=1)[NH:32][C:30]([O:29][CH3:28])=[O:31])[CH2:3][CH2:4][CH2:5][C@H:6]([N:9]([S:10]([C:13]1[CH:14]=[CH:15][C:16]([CH2:19][OH:20])=[CH:17][CH:18]=1)(=[O:12])=[O:11])[CH2:21][CH2:22][CH:23]([CH3:24])[CH3:25])[CH2:7][OH:8])[CH3:27]. (5) Given the reactants N1C2C(=CC(O[CH:12]([CH2:22][CH3:23])[C:13]([NH:15][C:16]([CH3:21])([CH3:20])[C:17]#[C:18][CH3:19])=[O:14])=CC=2)C=CC=1.[Br:24]C(CC)C(Br)=O.C(N(CC)CC)C.O, predict the reaction product. The product is: [Br:24][CH:12]([CH2:22][CH3:23])[C:13]([NH:15][C:16]([CH3:21])([CH3:20])[C:17]#[C:18][CH3:19])=[O:14]. (6) Given the reactants [F:1][C:2]1[CH:33]=[CH:32][C:5]2[CH:6]([CH2:26][C:27]([O:29]CC)=[O:28])[CH2:7][C:8]3[CH:14]=[CH:13][C:12]([O:15][CH2:16][CH2:17][CH2:18][NH:19][C:20]4[CH:25]=[CH:24][CH:23]=[CH:22][N:21]=4)=[CH:11][C:9]=3[CH2:10][C:4]=2[CH:3]=1.N1C=CC=CC=1NCCCOC1C=CC2C[C@H](CC(OCC)=O)C3C=CC=CC=3CC=2C=1, predict the reaction product. The product is: [F:1][C:2]1[CH:33]=[CH:32][C:5]2[CH:6]([CH2:26][C:27]([OH:29])=[O:28])[CH2:7][C:8]3[CH:14]=[CH:13][C:12]([O:15][CH2:16][CH2:17][CH2:18][NH:19][C:20]4[CH:25]=[CH:24][CH:23]=[CH:22][N:21]=4)=[CH:11][C:9]=3[CH2:10][C:4]=2[CH:3]=1. (7) Given the reactants [F:1][C:2]1[CH:7]=[CH:6][C:5]([C:8]2[S:12][C:11]([CH3:13])=[N:10][C:9]=2[C:14]([OH:16])=O)=[CH:4][CH:3]=1.CN(C(ON1N=NC2C=CC=NC1=2)=[N+](C)C)C.F[P-](F)(F)(F)(F)F.C(N(CC)C(C)C)(C)C.[F:50][C:51]1[C:66]([F:67])=[CH:65][C:54]2[NH:55][C:56]([CH2:58][CH:59]3[CH2:64][CH2:63][CH2:62][CH2:61][NH:60]3)=[N:57][C:53]=2[CH:52]=1, predict the reaction product. The product is: [F:50][C:51]1[C:66]([F:67])=[CH:65][C:54]2[NH:55][C:56]([CH2:58][CH:59]3[CH2:64][CH2:63][CH2:62][CH2:61][N:60]3[C:14]([C:9]3[N:10]=[C:11]([CH3:13])[S:12][C:8]=3[C:5]3[CH:4]=[CH:3][C:2]([F:1])=[CH:7][CH:6]=3)=[O:16])=[N:57][C:53]=2[CH:52]=1. (8) Given the reactants [CH3:1][C:2]1([CH3:27])[N:11]2[C:7](=[N:8][C:9]3[CH:15]=[CH:14][C:13]([C:16]([O:18]CC4C=CC=CC=4)=[O:17])=[CH:12][C:10]=32)[C:6](=[O:26])[NH:5][CH2:4][CH2:3]1, predict the reaction product. The product is: [CH3:1][C:2]1([CH3:27])[N:11]2[C:7](=[N:8][C:9]3[CH:15]=[CH:14][C:13]([C:16]([OH:18])=[O:17])=[CH:12][C:10]=32)[C:6](=[O:26])[NH:5][CH2:4][CH2:3]1. (9) Given the reactants [Cl:1][C:2]1[CH:20]=[CH:19][C:5]([C:6]([NH:8][C:9]2[CH:18]=[N:17][CH:16]=[CH:15][C:10]=2[C:11]([O:13]C)=O)=[O:7])=[CH:4][CH:3]=1.[Si:21]([O:28][CH2:29][CH2:30][NH:31][C:32]1[CH:37]=[CH:36][C:35]([NH2:38])=[CH:34][CH:33]=1)([C:24]([CH3:27])([CH3:26])[CH3:25])([CH3:23])[CH3:22].C[Al](C)C, predict the reaction product. The product is: [Si:21]([O:28][CH2:29][CH2:30][NH:31][C:32]1[CH:33]=[CH:34][C:35]([NH:38][C:11](=[O:13])[C:10]2[CH:15]=[CH:16][N:17]=[CH:18][C:9]=2[NH:8][C:6](=[O:7])[C:5]2[CH:4]=[CH:3][C:2]([Cl:1])=[CH:20][CH:19]=2)=[CH:36][CH:37]=1)([C:24]([CH3:27])([CH3:26])[CH3:25])([CH3:23])[CH3:22].